From a dataset of Forward reaction prediction with 1.9M reactions from USPTO patents (1976-2016). Predict the product of the given reaction. (1) The product is: [Cl:37][C:34]1[CH:33]=[CH:32][C:31]([CH2:30][O:29][C:16]2[CH:15]=[C:14]([S:13][C:10]3[CH:11]=[CH:12][C:7]([O:6][CH2:5][C:4]([OH:39])=[O:3])=[C:8]([CH3:38])[CH:9]=3)[CH:19]=[C:18]([C:20]#[C:21][CH2:22][N:23]3[CH2:28][CH2:27][O:26][CH2:25][CH2:24]3)[CH:17]=2)=[CH:36][CH:35]=1. Given the reactants C([O:3][C:4](=[O:39])[CH2:5][O:6][C:7]1[CH:12]=[CH:11][C:10]([S:13][C:14]2[CH:19]=[C:18]([C:20]#[C:21][CH2:22][N:23]3[CH2:28][CH2:27][O:26][CH2:25][CH2:24]3)[CH:17]=[C:16]([O:29][CH2:30][C:31]3[CH:36]=[CH:35][C:34]([Cl:37])=[CH:33][CH:32]=3)[CH:15]=2)=[CH:9][C:8]=1[CH3:38])C.[OH-].[Na+].Cl, predict the reaction product. (2) Given the reactants [CH2:1]([O:3][C:4](=[O:32])[CH:5]([C:10]1[CH:11]=[C:12]([C:22]2[CH:27]=[CH:26][C:25]([C:28]([F:31])([F:30])[F:29])=[CH:24][CH:23]=2)[CH:13]=[C:14]([C:16]2[CH:21]=[CH:20][N:19]=[CH:18][CH:17]=2)[CH:15]=1)[CH2:6]C(C)C)[CH3:2].Cl.CO[C:36](=O)[CH:37](C1C=C(C2C=CC(C(F)(F)F)=CC=2)C=C(C2CCNCC2)C=1)[CH2:38]C(C)C.[CH2:65](OC(=O)C(C1C=C(C2C=CC(C(F)(F)F)=CC=2)C=C(C2CCNCC2)C=1)CC(C)C)C, predict the reaction product. The product is: [CH2:1]([O:3][C:4](=[O:32])[C:5]([CH2:6][CH3:65])([C:10]1[CH:11]=[C:12]([C:22]2[CH:27]=[CH:26][C:25]([C:28]([F:29])([F:31])[F:30])=[CH:24][CH:23]=2)[CH:13]=[C:14]([CH:16]2[CH2:21][CH2:20][NH:19][CH2:18][CH2:17]2)[CH:15]=1)[CH2:36][CH2:37][CH3:38])[CH3:2]. (3) Given the reactants [F:1][C:2]1[CH:7]=[C:6]([F:8])[CH:5]=[CH:4][C:3]=1[C:9]1[N:10]=[C:11]2[N:15]([C:16]=1[C:17]1[CH:18]=[CH:19][C:20]3[N:21]([C:23]([C:26]([OH:29])([CH3:28])[CH3:27])=[N:24][N:25]=3)[N:22]=1)[CH:14]=[CH:13][O:12]2.N1C=CC=CC=1.[C:36](OC(=O)C)(=[O:38])[CH3:37].C(Cl)(=O)C, predict the reaction product. The product is: [C:36]([O:29][C:26]([C:23]1[N:21]2[N:22]=[C:17]([C:16]3[N:15]4[C:11]([O:12][CH:13]=[CH:14]4)=[N:10][C:9]=3[C:3]3[CH:4]=[CH:5][C:6]([F:8])=[CH:7][C:2]=3[F:1])[CH:18]=[CH:19][C:20]2=[N:25][N:24]=1)([CH3:27])[CH3:28])(=[O:38])[CH3:37]. (4) Given the reactants [CH2:1]([N:3]([CH3:12])[C:4]1([CH2:10][NH2:11])[CH2:9][CH2:8][CH2:7][CH2:6][CH2:5]1)[CH3:2].[CH2:13]([O:17][C:18]1[C:26]([O:27][CH3:28])=[CH:25][C:21]([C:22](Cl)=[O:23])=[CH:20][C:19]=1[O:29][CH3:30])[CH2:14][CH2:15][CH3:16], predict the reaction product. The product is: [CH2:13]([O:17][C:18]1[C:19]([O:29][CH3:30])=[CH:20][C:21]([C:22]([NH:11][CH2:10][C:4]2([N:3]([CH2:1][CH3:2])[CH3:12])[CH2:5][CH2:6][CH2:7][CH2:8][CH2:9]2)=[O:23])=[CH:25][C:26]=1[O:27][CH3:28])[CH2:14][CH2:15][CH3:16]. (5) The product is: [C:5]1([N:6]2[C:15]3[CH:20]=[CH:19][C:18]([B:26]4[O:30][C:29]([CH3:32])([CH3:31])[C:28]([CH3:34])([CH3:33])[O:27]4)=[CH:17][C:16]=3[C:12]3[CH2:11][CH2:10][CH:9]=[CH:8][C:7]2=3)[CH:4]=[CH:3][CH:2]=[CH:14][CH:13]=1. Given the reactants I[C:2]1[CH:3]=[CH:4][C:5]2[N:6]([C:15]3[CH:20]=[CH:19][CH:18]=[CH:17][CH:16]=3)[C:7]3[C:12]([C:13]=2[CH:14]=1)=[CH:11][CH:10]=[CH:9][CH:8]=3.[Li].C(O[B:26]1[O:30][C:29]([CH3:32])([CH3:31])[C:28]([CH3:34])([CH3:33])[O:27]1)(C)C, predict the reaction product.